This data is from NCI-60 drug combinations with 297,098 pairs across 59 cell lines. The task is: Regression. Given two drug SMILES strings and cell line genomic features, predict the synergy score measuring deviation from expected non-interaction effect. (1) Drug 1: CC=C1C(=O)NC(C(=O)OC2CC(=O)NC(C(=O)NC(CSSCCC=C2)C(=O)N1)C(C)C)C(C)C. Drug 2: C(CN)CNCCSP(=O)(O)O. Cell line: UACC62. Synergy scores: CSS=67.6, Synergy_ZIP=1.12, Synergy_Bliss=0.433, Synergy_Loewe=-62.4, Synergy_HSA=0.419. (2) Drug 1: CC1C(C(=O)NC(C(=O)N2CCCC2C(=O)N(CC(=O)N(C(C(=O)O1)C(C)C)C)C)C(C)C)NC(=O)C3=C4C(=C(C=C3)C)OC5=C(C(=O)C(=C(C5=N4)C(=O)NC6C(OC(=O)C(N(C(=O)CN(C(=O)C7CCCN7C(=O)C(NC6=O)C(C)C)C)C)C(C)C)C)N)C. Drug 2: C1=CN(C=N1)CC(O)(P(=O)(O)O)P(=O)(O)O. Cell line: U251. Synergy scores: CSS=39.0, Synergy_ZIP=1.87, Synergy_Bliss=0.386, Synergy_Loewe=-27.0, Synergy_HSA=-2.41. (3) Drug 1: C1CCC(CC1)NC(=O)N(CCCl)N=O. Drug 2: CN(C)C1=NC(=NC(=N1)N(C)C)N(C)C. Cell line: HL-60(TB). Synergy scores: CSS=-8.60, Synergy_ZIP=-8.55, Synergy_Bliss=-17.5, Synergy_Loewe=-50.5, Synergy_HSA=-20.2. (4) Drug 1: C1=CC(=C2C(=C1NCCNCCO)C(=O)C3=C(C=CC(=C3C2=O)O)O)NCCNCCO. Drug 2: CC1=C(C=C(C=C1)NC(=O)C2=CC=C(C=C2)CN3CCN(CC3)C)NC4=NC=CC(=N4)C5=CN=CC=C5. Cell line: NCI-H226. Synergy scores: CSS=43.0, Synergy_ZIP=12.9, Synergy_Bliss=13.5, Synergy_Loewe=-15.5, Synergy_HSA=12.5. (5) Drug 1: C1=CC(=CC=C1CC(C(=O)O)N)N(CCCl)CCCl.Cl. Drug 2: C1CN(P(=O)(OC1)NCCCl)CCCl. Cell line: NCI/ADR-RES. Synergy scores: CSS=8.86, Synergy_ZIP=2.27, Synergy_Bliss=7.20, Synergy_Loewe=-3.26, Synergy_HSA=4.85. (6) Drug 1: B(C(CC(C)C)NC(=O)C(CC1=CC=CC=C1)NC(=O)C2=NC=CN=C2)(O)O. Drug 2: CCC1=C2N=C(C=C(N2N=C1)NCC3=C[N+](=CC=C3)[O-])N4CCCCC4CCO. Cell line: UACC62. Synergy scores: CSS=61.5, Synergy_ZIP=-0.207, Synergy_Bliss=-1.06, Synergy_Loewe=-4.16, Synergy_HSA=1.03.